This data is from Reaction yield outcomes from USPTO patents with 853,638 reactions. The task is: Predict the reaction yield, written as a fraction of the theoretical maximum amount of product (1.0 means a 100% yield; for example, 0.34 means a 34% yield). (1) The reactants are [Cl:1][CH2:2][CH2:3][N:4]1[C:12]2[C:7](=[CH:8][C:9]([O:13][CH3:14])=[CH:10][CH:11]=2)[CH:6]=[C:5]1[CH:15]=O.[CH2:17]([SH:21])[CH2:18][CH2:19][SH:20].[Cl-].[Na+]. The catalyst is ClCCl.S([O-])([O-])(=O)=O.[Cu+2]. The product is [Cl:1][CH2:2][CH2:3][N:4]1[C:12]2[C:7](=[CH:8][C:9]([O:13][CH3:14])=[CH:10][CH:11]=2)[CH:6]=[C:5]1[CH:15]1[S:21][CH2:17][CH2:18][CH2:19][S:20]1. The yield is 0.660. (2) The reactants are C([O:4][CH2:5][CH2:6][CH2:7][N:8]1[C:13](=[O:14])[C:12]2[N:15]([CH2:25][C:26]3[CH:31]=[CH:30][C:29]([Cl:32])=[CH:28][CH:27]=3)[CH:16]=[C:17]([C:18]3[CH:23]=[CH:22][CH:21]=[C:20]([Cl:24])[CH:19]=3)[C:11]=2[N:10]([CH3:33])[C:9]1=[O:34])(=O)C.O[Li].O. The catalyst is C1COCC1.O.CC(=O)OCC. The product is [Cl:32][C:29]1[CH:28]=[CH:27][C:26]([CH2:25][N:15]2[C:12]3[C:13](=[O:14])[N:8]([CH2:7][CH2:6][CH2:5][OH:4])[C:9](=[O:34])[N:10]([CH3:33])[C:11]=3[C:17]([C:18]3[CH:23]=[CH:22][CH:21]=[C:20]([Cl:24])[CH:19]=3)=[CH:16]2)=[CH:31][CH:30]=1. The yield is 0.410. (3) The reactants are [CH3:1][C:2]1[C:7]([CH3:8])=[C:6]([N:9]2[CH2:14][CH2:13][N:12]([C:15]3[CH:20]=[CH:19][C:18]([C:21]([F:24])([F:23])[F:22])=[CH:17][N:16]=3)[CH2:11][CH2:10]2)[N:5]=[N:4][C:3]=1[CH2:25][C:26]([NH:28][NH:29][C:30](=O)[CH3:31])=[O:27].C(N(C(C)C)CC)(C)C.C1(P(C2C=CC=CC=2)C2C=CC=CC=2)C=CC=CC=1.ClC(Cl)(Cl)C(Cl)(Cl)Cl. The catalyst is C(#N)C. The product is [CH3:1][C:2]1[C:7]([CH3:8])=[C:6]([N:9]2[CH2:14][CH2:13][N:12]([C:15]3[CH:20]=[CH:19][C:18]([C:21]([F:24])([F:22])[F:23])=[CH:17][N:16]=3)[CH2:11][CH2:10]2)[N:5]=[N:4][C:3]=1[CH2:25][C:26]1[O:27][C:30]([CH3:31])=[N:29][N:28]=1. The yield is 0.0700. (4) The reactants are Br[C:2]1[CH:3]=[C:4]([C:15]([O:17][CH3:18])=[O:16])[C:5]2[C:6]([CH3:14])=[CH:7][N:8]([CH:11]([CH3:13])[CH3:12])[C:9]=2[CH:10]=1.[F:19][C:20]1[CH:25]=[CH:24][C:23](B(O)O)=[CH:22][C:21]=1[CH:29]=[O:30].P([O-])([O-])([O-])=O.[K+].[K+].[K+].O1CCOCC1. The catalyst is O.C1C=CC(P(C2C=CC=CC=2)[C-]2C=CC=C2)=CC=1.C1C=CC(P(C2C=CC=CC=2)[C-]2C=CC=C2)=CC=1.Cl[Pd]Cl.[Fe+2].C(Cl)Cl.CCOC(C)=O. The product is [F:19][C:20]1[CH:25]=[CH:24][C:23]([C:2]2[CH:3]=[C:4]([C:15]([O:17][CH3:18])=[O:16])[C:5]3[C:6]([CH3:14])=[CH:7][N:8]([CH:11]([CH3:13])[CH3:12])[C:9]=3[CH:10]=2)=[CH:22][C:21]=1[CH:29]=[O:30]. The yield is 0.980. (5) The reactants are [Br:1][C:2]1[CH:3]=[C:4]([B:8](O)O)[CH:5]=[CH:6][CH:7]=1.[C:11]1([NH2:22])[C:20]2[C:15](=[CH:16][CH:17]=[CH:18][C:19]=2[NH2:21])[CH:14]=[CH:13][CH:12]=1. The catalyst is C1(C)C=CC=CC=1. The product is [Br:1][C:2]1[CH:3]=[C:4]([B:8]2[NH:22][C:11]3[C:20]4[C:15]([CH:14]=[CH:13][CH:12]=3)=[CH:16][CH:17]=[CH:18][C:19]=4[NH:21]2)[CH:5]=[CH:6][CH:7]=1. The yield is 0.540. (6) The reactants are [C:1]12([C:7]([OH:9])=O)[CH2:6][CH:5]1[CH2:4][CH2:3][CH2:2]2.[N:10]1(C([N:10]2[CH:14]=[CH:13][N:12]=[CH:11]2)=O)[CH:14]=[CH:13][N:12]=[CH:11]1. The catalyst is C(Cl)Cl. The product is [C:1]12([C:7]([N:10]3[CH:14]=[CH:13][N:12]=[CH:11]3)=[O:9])[CH2:6][CH:5]1[CH2:4][CH2:3][CH2:2]2. The yield is 0.716. (7) The catalyst is C(O)(=O)C. The reactants are [S:1]1[C:5]2[CH:6]=[CH:7][CH:8]=[CH:9][C:4]=2[N:3]=[C:2]1[NH:10][NH2:11].[C:12](OCC)(=[O:17])[CH2:13][C:14]([CH3:16])=O.O. The yield is 0.960. The product is [S:1]1[C:5]2[CH:6]=[CH:7][CH:8]=[CH:9][C:4]=2[N:3]=[C:2]1[N:10]1[C:12](=[O:17])[CH:13]=[C:14]([CH3:16])[NH:11]1. (8) The reactants are [Cl:1][C:2]1[CH:3]=[C:4]([C:20]2[CH:25]=[CH:24][CH:23]=[CH:22][C:21]=2[C:26]#[N:27])[CH:5]=[CH:6][C:7]=1[CH2:8][CH:9]([C:15](=O)[CH2:16][CH2:17][CH3:18])[C:10](OCC)=[O:11].Cl.[C:29](=[NH:32])([NH2:31])[CH3:30].C[O-].[Na+]. The catalyst is CO. The product is [Cl:1][C:2]1[CH:3]=[C:4]([C:20]2[C:21]([C:26]#[N:27])=[CH:22][CH:23]=[CH:24][CH:25]=2)[CH:5]=[CH:6][C:7]=1[CH2:8][C:9]1[C:10](=[O:11])[NH:32][C:29]([CH3:30])=[N:31][C:15]=1[CH2:16][CH2:17][CH3:18]. The yield is 0.730. (9) The reactants are [Cl:1][C:2]1[CH:7]=[CH:6][C:5]([NH2:8])=[C:4]([C:9]#[C:10][C:11]2[CH:16]=[CH:15][CH:14]=[CH:13][C:12]=2[Cl:17])[CH:3]=1.[CH2:18]([O:20][C:21](=[O:26])[CH2:22][C:23](Cl)=[O:24])[CH3:19].C(N(CC)CC)C. The catalyst is C1COCC1.O. The product is [CH2:18]([O:20][C:21](=[O:26])[CH2:22][C:23]([NH:8][C:5]1[CH:6]=[CH:7][C:2]([Cl:1])=[CH:3][C:4]=1[C:9]#[C:10][C:11]1[CH:16]=[CH:15][CH:14]=[CH:13][C:12]=1[Cl:17])=[O:24])[CH3:19]. The yield is 0.627. (10) The reactants are [CH2:1]([OH:3])[CH3:2].[Br:4][C:5]1[N:14]([CH2:15][O:16][CH2:17][CH2:18][Si:19]([CH3:22])([CH3:21])[CH3:20])[C:8]2[CH:9]=[N:10][NH:11][C:12](=[O:13])[C:7]=2[C:6]=1[CH2:23]Br.C(O)C.[O-]CC.[Na+]. The catalyst is O. The product is [Br:4][C:5]1[N:14]([CH2:15][O:16][CH2:17][CH2:18][Si:19]([CH3:22])([CH3:21])[CH3:20])[C:8]2[CH:9]=[N:10][NH:11][C:12](=[O:13])[C:7]=2[C:6]=1[CH2:23][O:3][CH2:1][CH3:2]. The yield is 0.560.